This data is from Full USPTO retrosynthesis dataset with 1.9M reactions from patents (1976-2016). The task is: Predict the reactants needed to synthesize the given product. (1) Given the product [OH:13][C:14]1[CH:15]=[C:16]2[C:21](=[CH:22][CH:23]=1)[C:20](=[O:24])[N:19]([C:2]1[CH:11]=[CH:10][C:5]([C:6]([OH:8])=[O:7])=[CH:4][CH:3]=1)[CH:18]=[CH:17]2.[CH3:12][O:13][C:14]1[CH:15]=[C:16]2[C:21](=[CH:22][CH:23]=1)[C:20](=[O:24])[N:19]([C:2]1[CH:11]=[CH:10][C:5]([C:6]([O:8][CH3:9])=[O:7])=[CH:4][CH:3]=1)[CH:18]=[CH:17]2, predict the reactants needed to synthesize it. The reactants are: I[C:2]1[CH:11]=[CH:10][C:5]([C:6]([O:8][CH3:9])=[O:7])=[CH:4][CH:3]=1.[CH3:12][O:13][C:14]1[CH:15]=[C:16]2[C:21](=[CH:22][CH:23]=1)[C:20](=[O:24])[NH:19][CH:18]=[CH:17]2.OC1C=CC=C2C=1N=CC=C2.C([O-])([O-])=O.[K+].[K+]. (2) The reactants are: Cl[C:2]1[CH:3]=[CH:4][C:5]2[C:15]3[C:10](=[CH:11][N:12]=[CH:13][CH:14]=3)[CH:9]([CH:16]3[CH2:18][CH2:17]3)[O:8][C:6]=2[CH:7]=1.[OH:19][CH2:20][C@@H:21]([NH:26][C:27](=[O:33])[O:28][C:29]([CH3:32])([CH3:31])[CH3:30])[CH2:22][CH:23]([CH3:25])[CH3:24].C(=O)([O-])[O-].[Cs+].[Cs+]. Given the product [C:29]([O:28][C:27](=[O:33])[NH:26][C@@H:21]([CH2:22][CH:23]([CH3:24])[CH3:25])[CH2:20][O:19][C:2]1[CH:3]=[CH:4][C:5]2[C:15]3[C:10](=[CH:11][N:12]=[CH:13][CH:14]=3)[CH:9]([CH:16]3[CH2:18][CH2:17]3)[O:8][C:6]=2[CH:7]=1)([CH3:32])([CH3:31])[CH3:30], predict the reactants needed to synthesize it. (3) Given the product [CH3:36][O:35][C:34]1[CH:33]=[CH:32][N:31]=[CH:30][C:29]=1[C:26]1[CH:25]=[CH:24][C:23]([C:20]2([C:17]3[N:13]4[CH2:14][CH2:15][S:16][C:10]([CH2:9][OH:8])([CH3:37])[CH2:11][C:12]4=[N:19][N:18]=3)[CH2:22][CH2:21]2)=[CH:28][CH:27]=1, predict the reactants needed to synthesize it. The reactants are: [Si]([O:8][CH2:9][C:10]1([CH3:37])[S:16][CH2:15][CH2:14][N:13]2[C:17]([C:20]3([C:23]4[CH:28]=[CH:27][C:26]([C:29]5[CH:30]=[N:31][CH:32]=[CH:33][C:34]=5[O:35][CH3:36])=[CH:25][CH:24]=4)[CH2:22][CH2:21]3)=[N:18][N:19]=[C:12]2[CH2:11]1)(C(C)(C)C)(C)C.Cl. (4) The reactants are: C[O:2][C:3](=[O:12])/[CH:4]=[CH:5]/[C:6]1[S:7][C:8]([Cl:11])=[CH:9][CH:10]=1.O.[OH-].[Li+]. Given the product [Cl:11][C:8]1[S:7][C:6](/[CH:5]=[CH:4]/[C:3]([OH:12])=[O:2])=[CH:10][CH:9]=1, predict the reactants needed to synthesize it. (5) Given the product [CH3:19][O:18][C:14]1[CH:13]=[C:12]([NH:11][C:9]2[N:10]=[C:5]3[CH:4]=[N:3][C:2]([CH3:20])=[CH:7][N:6]3[N:8]=2)[CH:17]=[CH:16][CH:15]=1, predict the reactants needed to synthesize it. The reactants are: Br[C:2]1[N:3]=[CH:4][C:5]2[N:6]([N:8]=[C:9]([NH:11][C:12]3[CH:17]=[CH:16][CH:15]=[C:14]([O:18][CH3:19])[CH:13]=3)[N:10]=2)[CH:7]=1.[CH3:20]B(O)O.C(=O)([O-])[O-].[Na+].[Na+]. (6) Given the product [CH3:23][S:24]([C:27]1[CH:32]=[CH:31][CH:30]=[CH:29][C:28]=1[C:2]1[CH:22]=[CH:21][C:5]2[NH:6][C:7]([CH2:9][O:10][C:11]3[CH:16]=[CH:15][C:14]([C:17]([F:20])([F:19])[F:18])=[CH:13][CH:12]=3)=[N:8][C:4]=2[CH:3]=1)(=[O:26])=[O:25], predict the reactants needed to synthesize it. The reactants are: Br[C:2]1[CH:22]=[CH:21][C:5]2[NH:6][C:7]([CH2:9][O:10][C:11]3[CH:16]=[CH:15][C:14]([C:17]([F:20])([F:19])[F:18])=[CH:13][CH:12]=3)=[N:8][C:4]=2[CH:3]=1.[CH3:23][S:24]([C:27]1[CH:32]=[CH:31][CH:30]=[CH:29][C:28]=1B(O)O)(=[O:26])=[O:25].C(=O)([O-])[O-].[Na+].[Na+].